Dataset: Retrosynthesis with 50K atom-mapped reactions and 10 reaction types from USPTO. Task: Predict the reactants needed to synthesize the given product. (1) Given the product N#Cc1ccc(CC23CCCN2C(=O)N(c2cc(Cl)cc(-n4cccc4C=O)c2)C3=O)cc1, predict the reactants needed to synthesize it. The reactants are: N#Cc1ccc(CC23CCCN2C(=O)N(c2cc(Cl)cc(-n4cccc4)c2)C3=O)cc1.O=C([O-])O. (2) Given the product O=C(c1cc(C(F)(F)F)cc(C(F)(F)F)c1)N1CCN(CCCN2CCC3(CCc4ccccc43)CC2)C[C@H]1Cc1c[nH]c2ccccc12, predict the reactants needed to synthesize it. The reactants are: CS(=O)(=O)OCCCN1CCN(C(=O)c2cc(C(F)(F)F)cc(C(F)(F)F)c2)[C@H](Cc2c[nH]c3ccccc23)C1.c1ccc2c(c1)CCC21CCNCC1. (3) Given the product O=C(CCCCBr)Nc1ccnc2cc(C(F)(F)F)ccc12, predict the reactants needed to synthesize it. The reactants are: Nc1ccnc2cc(C(F)(F)F)ccc12.O=C(Cl)CCCCBr. (4) Given the product Cc1csc2ncnc(OCCc3ccc(Cl)cc3)c12, predict the reactants needed to synthesize it. The reactants are: Cc1csc2ncnc(Br)c12.OCCc1ccc(Cl)cc1. (5) Given the product CC(C)(C)OC(=O)N1CC(Oc2ccc(C#N)c3[nH]ccc23)C1, predict the reactants needed to synthesize it. The reactants are: CC(C)(C)OC(=O)N1CC(Oc2ccc(Br)c3[nH]ccc23)C1.[C-]#N. (6) Given the product NC(=O)c1ccc(-c2ccc(F)cc2)nc1, predict the reactants needed to synthesize it. The reactants are: NC(=O)c1ccc(Cl)nc1.OB(O)c1ccc(F)cc1. (7) Given the product CC(C)(C)OC(=O)N1C[C@@H](N)CC[C@@H]1CCN1C(=O)COc2ccc(C#N)cc21, predict the reactants needed to synthesize it. The reactants are: CC(C)(C)OC(=O)N1C[C@@H](N=[N+]=[N-])CC[C@@H]1CCN1C(=O)COc2ccc(C#N)cc21. (8) Given the product CCCC(=O)C1CCCN(Cc2ccc(OC)cc2)C1, predict the reactants needed to synthesize it. The reactants are: CCC[Mg+].COc1ccc(CN2CCCC(C(=O)N(C)OC)C2)cc1.